This data is from Reaction yield outcomes from USPTO patents with 853,638 reactions. The task is: Predict the reaction yield, written as a fraction of the theoretical maximum amount of product (1.0 means a 100% yield; for example, 0.34 means a 34% yield). (1) The reactants are [Br:1][C:2]1[CH:7]=[CH:6][C:5]([S:8](Cl)(=[O:10])=[O:9])=[C:4]([CH3:12])[CH:3]=1.[CH2:13]([N:15](C(C)C)[CH:16](C)C)[CH3:14].CNCC. The catalyst is C(Cl)Cl. The product is [Br:1][C:2]1[CH:7]=[CH:6][C:5]([S:8]([N:15]([CH2:13][CH3:14])[CH3:16])(=[O:10])=[O:9])=[C:4]([CH3:12])[CH:3]=1. The yield is 0.850. (2) The reactants are [N:1]([CH2:4][C:5]1[CH:12]=[CH:11][C:8]([CH:9]=[O:10])=[CH:7][CH:6]=1)=[N+:2]=[N-:3].[BH4-].[Na+]. The catalyst is CO.C(OCC)(=O)C. The product is [N:1]([CH2:4][C:5]1[CH:12]=[CH:11][C:8]([CH2:9][OH:10])=[CH:7][CH:6]=1)=[N+:2]=[N-:3]. The yield is 0.970. (3) The reactants are [CH3:1][O:2][C:3]1[CH:10]=[C:9]([O:11][CH3:12])[CH:8]=[CH:7][C:4]=1[CH2:5]O.[NH:13]1[C:17](=[O:18])[CH2:16][CH2:15][C:14]1=[O:19].ClCCl.C1(P(C2C=CC=CC=2)C2C=CC=CC=2)C=CC=CC=1. The catalyst is O1CCCC1. The product is [CH3:1][O:2][C:3]1[CH:10]=[C:9]([O:11][CH3:12])[CH:8]=[CH:7][C:4]=1[CH2:5][N:13]1[C:17](=[O:18])[CH2:16][CH2:15][C:14]1=[O:19]. The yield is 0.460.